Dataset: Reaction yield outcomes from USPTO patents with 853,638 reactions. Task: Predict the reaction yield, written as a fraction of the theoretical maximum amount of product (1.0 means a 100% yield; for example, 0.34 means a 34% yield). (1) The reactants are [F:1][C:2]([F:7])([F:6])[C:3]([OH:5])=[O:4].[C:8]([C:11]1[CH:16]=[CH:15][C:14]([NH:17][CH:18]([C:22]2[CH:27]=[CH:26][C:25]([O:28][CH2:29][CH2:30][N:31]([CH3:33])[CH3:32])=[C:24]([O:34][CH2:35][CH3:36])[CH:23]=2)[C:19]([OH:21])=O)=[CH:13][CH:12]=1)(=[NH:10])[NH2:9].O.ON1C2C=CC=CC=2N=N1.Cl.C(N=C=NCCCN(C)C)C.[N:60]1[CH:65]=[CH:64][CH:63]=[CH:62][C:61]=1[C:66]([NH:68][NH2:69])=[O:67]. The catalyst is CN(C)C=O. The product is [F:1][C:2]([F:7])([F:6])[C:3]([OH:5])=[O:4].[CH3:33][N:31]([CH3:32])[CH2:30][CH2:29][O:28][C:25]1[CH:26]=[CH:27][C:22]([CH:18]([NH:17][C:14]2[CH:13]=[CH:12][C:11]([C:8]([NH2:9])=[NH:10])=[CH:16][CH:15]=2)[C:19](=[O:21])[NH:69][NH:68][C:66]([C:61]2[CH:62]=[CH:63][CH:64]=[CH:65][N:60]=2)=[O:67])=[CH:23][C:24]=1[O:34][CH2:35][CH3:36]. The yield is 0.570. (2) The reactants are CC1C=C(C)C=C(C)C=1S([O-])(=O)=O.[NH2:14][N+:15]1[CH:20]=[C:19]([Br:21])[CH:18]=[C:17]([NH2:22])[CH:16]=1.C(=O)([O-])[O-].[K+].[K+].[C:29]([O:33][CH3:34])(=[O:32])[C:30]#[CH:31].O. The catalyst is CN(C=O)C. The product is [NH2:22][C:17]1[C:16]2[N:15]([N:14]=[CH:31][C:30]=2[C:29]([O:33][CH3:34])=[O:32])[CH:20]=[C:19]([Br:21])[CH:18]=1. The yield is 0.320. (3) The reactants are [CH3:1][O:2][C:3](=[O:28])[CH2:4][CH2:5][CH2:6][CH2:7][CH2:8][O:9][C:10]1[CH:15]=[CH:14][C:13]([NH:16][C:17](=[O:27])[CH2:18][O:19]CC2C=CC=CC=2)=[CH:12][CH:11]=1. The catalyst is CO.[Pd]. The product is [CH3:1][O:2][C:3](=[O:28])[CH2:4][CH2:5][CH2:6][CH2:7][CH2:8][O:9][C:10]1[CH:11]=[CH:12][C:13]([NH:16][C:17](=[O:27])[CH2:18][OH:19])=[CH:14][CH:15]=1. The yield is 0.653. (4) The reactants are [CH2:1]([O:8][C@@H:9]1[C@@H:14]([O:15][CH2:16][C:17]2[CH:22]=[CH:21][CH:20]=[CH:19][CH:18]=2)[C@H:13]([CH3:23])[O:12][C@@H:11]([O:24][C@@H:25]2[C@H:34]([O:35][CH2:36][C:37]3[CH:42]=[CH:41][CH:40]=[CH:39][CH:38]=3)[C@@H:33]([O:43][CH2:44][C:45]3[CH:50]=[CH:49][CH:48]=[CH:47][CH:46]=3)[C@H:32]([CH3:51])[O:31][C@H:26]2[O:27][CH2:28][CH:29]=[CH2:30])[C@@H:10]1[OH:52])[C:2]1[CH:7]=[CH:6][CH:5]=[CH:4][CH:3]=1.[Cl:53][CH2:54][C:55](O[C:55](=[O:56])[CH2:54][Cl:53])=[O:56].CO. The catalyst is N1C=CC=CC=1. The product is [CH2:1]([O:8][C@@H:9]1[C@@H:14]([O:15][CH2:16][C:17]2[CH:18]=[CH:19][CH:20]=[CH:21][CH:22]=2)[C@H:13]([CH3:23])[O:12][C@@H:11]([O:24][C@@H:25]2[C@H:34]([O:35][CH2:36][C:37]3[CH:38]=[CH:39][CH:40]=[CH:41][CH:42]=3)[C@@H:33]([O:43][CH2:44][C:45]3[CH:46]=[CH:47][CH:48]=[CH:49][CH:50]=3)[C@H:32]([CH3:51])[O:31][C@H:26]2[O:27][CH2:28][CH:29]=[CH2:30])[C@@H:10]1[O:52][C:55](=[O:56])[CH2:54][Cl:53])[C:2]1[CH:3]=[CH:4][CH:5]=[CH:6][CH:7]=1. The yield is 0.570.